This data is from Forward reaction prediction with 1.9M reactions from USPTO patents (1976-2016). The task is: Predict the product of the given reaction. (1) Given the reactants [Br:1][C:2]1[CH:3]=[C:4]2[C:23](=[CH:24][CH:25]=1)[C:8]1=[N:9][S:10][C:11]([C:12]3[CH:17]=[CH:16][C:15]([O:18][C:19]([F:22])([F:21])[F:20])=[CH:14][CH:13]=3)=[C:7]1[CH2:6][CH2:5]2, predict the reaction product. The product is: [Br:1][C:2]1[CH:3]=[C:4]2[C:23](=[CH:24][CH:25]=1)[C:8]1=[N:9][S:10][C:11]([C:12]3[CH:17]=[CH:16][C:15]([O:18][C:19]([F:21])([F:22])[F:20])=[CH:14][CH:13]=3)=[C:7]1[CH:6]=[CH:5]2. (2) Given the reactants [Br:1]N1C(=O)CCC1=O.[CH:9]([O:12][C:13]([N:15]1[CH2:20][CH2:19][CH:18]([CH:21]2[CH2:25][C:24]3[CH:26]=[CH:27][CH:28]=[CH:29][C:23]=3[O:22]2)[CH2:17][CH2:16]1)=[O:14])([CH3:11])[CH3:10].C(OCC)(=O)C.O, predict the reaction product. The product is: [CH:9]([O:12][C:13]([N:15]1[CH2:20][CH2:19][CH:18]([CH:21]2[CH2:25][C:24]3[CH:26]=[C:27]([Br:1])[CH:28]=[CH:29][C:23]=3[O:22]2)[CH2:17][CH2:16]1)=[O:14])([CH3:11])[CH3:10]. (3) Given the reactants C1(CC(C2C=CC(S(C)(=O)=O)=CC=2)C(O)=O)CCCC1.COC(=O)C1C=CC(N)=NC=1.CO[C:34](=O)[C:35]1[CH:40]=[CH:39][C:38]([NH:41][C:42](=[O:60])[CH:43]([C:50]2[CH:55]=[CH:54][C:53]([S:56]([CH3:59])(=[O:58])=[O:57])=[CH:52][CH:51]=2)[CH2:44][CH:45]2[CH2:49][CH2:48][CH2:47][CH2:46]2)=[N:37][CH:36]=1, predict the reaction product. The product is: [CH:45]1([CH2:44][CH:43]([C:50]2[CH:55]=[CH:54][C:53]([S:56]([CH3:59])(=[O:58])=[O:57])=[CH:52][CH:51]=2)[C:42]([NH:41][C:38]2[CH:39]=[CH:40][C:35]([CH3:34])=[CH:36][N:37]=2)=[O:60])[CH2:46][CH2:47][CH2:48][CH2:49]1. (4) Given the reactants [F:1][C:2]([F:13])([F:12])[O:3][C:4]1[CH:11]=[CH:10][C:7]([CH2:8]Br)=[CH:6][CH:5]=1.[N-:14]=[N+:15]=[N-:16].[Na+], predict the reaction product. The product is: [N:14]([CH2:8][C:7]1[CH:10]=[CH:11][C:4]([O:3][C:2]([F:13])([F:12])[F:1])=[CH:5][CH:6]=1)=[N+:15]=[N-:16].